This data is from Forward reaction prediction with 1.9M reactions from USPTO patents (1976-2016). The task is: Predict the product of the given reaction. Given the reactants Cl.[CH2:2]([C:9]1[CH:14]=[C:13]([CH3:15])[N:12]=[C:11]([NH:16][CH:17]2[CH2:22][CH2:21][NH:20][CH2:19][CH2:18]2)[N:10]=1)[C:3]1[CH:8]=[CH:7][CH:6]=[CH:5][CH:4]=1.C(=O)([O-])O.[Na+].[C:28](Br)#[N:29], predict the reaction product. The product is: [CH2:2]([C:9]1[CH:14]=[C:13]([CH3:15])[N:12]=[C:11]([NH:16][CH:17]2[CH2:22][CH2:21][N:20]([C:28]#[N:29])[CH2:19][CH2:18]2)[N:10]=1)[C:3]1[CH:4]=[CH:5][CH:6]=[CH:7][CH:8]=1.